This data is from Catalyst prediction with 721,799 reactions and 888 catalyst types from USPTO. The task is: Predict which catalyst facilitates the given reaction. (1) Reactant: C([O:3][C:4](=[O:33])[CH2:5][CH2:6][CH2:7][CH2:8][CH2:9][CH2:10][N:11]1[C:15](=[O:16])[CH2:14][CH2:13][C@@H:12]1[CH2:17][CH2:18][CH:19]([OH:32])[C:20]1[O:21][C:22]([C:25]2[CH:30]=[CH:29][CH:28]=[CH:27][C:26]=2[CH3:31])=[CH:23][CH:24]=1)C.[OH-].[Na+].Cl.C(OCC)(=O)C. Product: [OH:32][CH:19]([C:20]1[O:21][C:22]([C:25]2[CH:30]=[CH:29][CH:28]=[CH:27][C:26]=2[CH3:31])=[CH:23][CH:24]=1)[CH2:18][CH2:17][C@H:12]1[CH2:13][CH2:14][C:15](=[O:16])[N:11]1[CH2:10][CH2:9][CH2:8][CH2:7][CH2:6][CH2:5][C:4]([OH:33])=[O:3]. The catalyst class is: 5. (2) Reactant: C([O-])(C)(C)C.[K+].[CH3:7][CH2:8][O:9][C:10]([CH2:12]P(OCC)(OCC)=O)=[O:11].[CH:21]1([C:26]2([N:33]([CH3:35])[CH3:34])[CH2:31][CH2:30][C:29](=O)[CH2:28][CH2:27]2)[CH2:25][CH2:24][CH2:23][CH2:22]1. Product: [CH2:8]([O:9][C:10](=[O:11])[CH:12]=[C:29]1[CH2:30][CH2:31][C:26]([CH:21]2[CH2:25][CH2:24][CH2:23][CH2:22]2)([N:33]([CH3:34])[CH3:35])[CH2:27][CH2:28]1)[CH3:7]. The catalyst class is: 9. (3) Reactant: [Cl:1][C:2]1[CH:3]=[CH:4][CH:5]=[C:6]2[C:11]=1[C:10]([CH2:12][C:13]1[CH:14]=[C:15]([CH:19]=[CH:20][CH:21]=1)[C:16]([OH:18])=O)=[N:9][NH:8][C:7]2=[O:22].[CH2:23]([O:25][CH:26]1[CH2:31][CH2:30][NH:29][CH2:28][CH2:27]1)[CH3:24].C(N(C(C)C)C(C)C)C.CN(C(ON1N=NC2C=CC=CC1=2)=[N+](C)C)C.F[P-](F)(F)(F)(F)F. Product: [Cl:1][C:2]1[CH:3]=[CH:4][CH:5]=[C:6]2[C:11]=1[C:10]([CH2:12][C:13]1[CH:21]=[CH:20][CH:19]=[C:15]([C:16]([N:29]3[CH2:30][CH2:31][CH:26]([O:25][CH2:23][CH3:24])[CH2:27][CH2:28]3)=[O:18])[CH:14]=1)=[N:9][NH:8][C:7]2=[O:22]. The catalyst class is: 3. (4) Reactant: [Si:1](Cl)([C:4]([CH3:7])([CH3:6])[CH3:5])([CH3:3])[CH3:2].N1C=CN=C1.[F:14][C:15]1[CH:20]=[CH:19][CH:18]=[CH:17][C:16]=1[CH2:21][CH2:22][CH2:23][OH:24]. Product: [C:4]([Si:1]([O:24][CH2:23][CH2:22][CH2:21][C:16]1[CH:17]=[CH:18][CH:19]=[CH:20][C:15]=1[F:14])([CH3:3])[CH3:2])([CH3:7])([CH3:6])[CH3:5]. The catalyst class is: 39. (5) Reactant: Br[CH2:2][C:3]1[C:8]([Cl:9])=[CH:7][CH:6]=[CH:5][C:4]=1[N:10]1[C:14](=[O:15])[N:13]([CH3:16])[N:12]=[N:11]1.[CH3:17][C:18]1[CH:23]=[C:22]([N:24]2[C:28]([CH3:29])=[C:27]([CH3:30])[C:26]([CH3:31])=[N:25]2)[CH:21]=[CH:20][C:19]=1[OH:32].C(=O)([O-])[O-].[K+].[K+]. Product: [Cl:9][C:8]1[C:3]([CH2:2][O:32][C:19]2[CH:20]=[CH:21][C:22]([N:24]3[C:28]([CH3:29])=[C:27]([CH3:30])[C:26]([CH3:31])=[N:25]3)=[CH:23][C:18]=2[CH3:17])=[C:4]([N:10]2[C:14](=[O:15])[N:13]([CH3:16])[N:12]=[N:11]2)[CH:5]=[CH:6][CH:7]=1. The catalyst class is: 10. (6) Reactant: C[O:2][C:3]1[CH:8]=[CH:7][CH:6]=[C:5]([O:9]C)[C:4]=1[C:11]1[C:12]2[NH:16][C:15]([C:17]([C:55]3[C:60]([O:61]C)=[CH:59][CH:58]=[CH:57][C:56]=3[O:63]C)=[C:18]3[N:54]=[C:21]([C:22]([C:44]4[C:49]([O:50]C)=[CH:48][CH:47]=[CH:46][C:45]=4[O:52]C)=[C:23]4[NH:43][C:26](=[C:27]([C:33]5[C:38]([O:39]C)=[CH:37][CH:36]=[CH:35][C:34]=5[O:41]C)[C:28]5[CH:29]=[CH:30][C:31]=1[N:32]=5)[CH:25]=[CH:24]4)[CH:20]=[CH:19]3)=[CH:14][CH:13]=2.B(Br)(Br)Br.C(OCC)(=O)C. Product: [OH:2][C:3]1[CH:8]=[CH:7][CH:6]=[C:5]([OH:9])[C:4]=1[C:11]1[C:12]2[NH:16][C:15]([C:17]([C:55]3[C:56]([OH:63])=[CH:57][CH:58]=[CH:59][C:60]=3[OH:61])=[C:18]3[N:54]=[C:21]([C:22]([C:44]4[C:49]([OH:50])=[CH:48][CH:47]=[CH:46][C:45]=4[OH:52])=[C:23]4[NH:43][C:26](=[C:27]([C:33]5[C:34]([OH:41])=[CH:35][CH:36]=[CH:37][C:38]=5[OH:39])[C:28]5[CH:29]=[CH:30][C:31]=1[N:32]=5)[CH:25]=[CH:24]4)[CH:20]=[CH:19]3)=[CH:14][CH:13]=2. The catalyst class is: 4. (7) Reactant: [NH2:1][C:2](=[N:33][OH:34])[C:3]1[CH:4]=[C:5]2[C:22](=[CH:23][CH:24]=1)[O:21][C:8]1([CH2:13][CH2:12][N:11]([C:14]([O:16][C:17]([CH3:20])([CH3:19])[CH3:18])=[O:15])[CH2:10][CH2:9]1)[CH2:7][CH:6]2[O:25][Si:26]([C:29]([CH3:32])([CH3:31])[CH3:30])([CH3:28])[CH3:27].N1C=CC=CC=1.Cl[C:42]([O:44][CH2:45][CH:46]([CH2:51][CH3:52])[CH2:47][CH2:48][CH2:49][CH3:50])=[O:43]. Product: [NH2:1][C:2](=[N:33][O:34][C:42]([O:44][CH2:45][CH:46]([CH2:51][CH3:52])[CH2:47][CH2:48][CH2:49][CH3:50])=[O:43])[C:3]1[CH:4]=[C:5]2[C:22](=[CH:23][CH:24]=1)[O:21][C:8]1([CH2:13][CH2:12][N:11]([C:14]([O:16][C:17]([CH3:20])([CH3:19])[CH3:18])=[O:15])[CH2:10][CH2:9]1)[CH2:7][CH:6]2[O:25][Si:26]([C:29]([CH3:32])([CH3:31])[CH3:30])([CH3:28])[CH3:27]. The catalyst class is: 3. (8) Reactant: [C:1]([C:9]1[CH:14]=[CH:13][C:12](=O)[N:11]2[CH:16]=[CH:17][NH:18][C:10]=12)(=[O:8])[C:2]1[CH:7]=[CH:6][CH:5]=[CH:4][CH:3]=1.P(Cl)(Cl)([Cl:21])=O. Product: [Cl:21][C:12]1[N:11]2[CH:16]=[CH:17][N:18]=[C:10]2[C:9]([C:1]([C:2]2[CH:7]=[CH:6][CH:5]=[CH:4][CH:3]=2)=[O:8])=[CH:14][CH:13]=1. The catalyst class is: 11.